The task is: Predict the reactants needed to synthesize the given product.. This data is from Full USPTO retrosynthesis dataset with 1.9M reactions from patents (1976-2016). (1) Given the product [NH2:1][C@H:2]([C:8]([O-:10])=[O:9])[CH2:3][CH2:4][C:5]([O-:7])=[O:6].[CH2:11]([N+:27]([CH3:30])([CH3:28])[CH3:29])[CH2:12][CH2:13][CH2:14][CH2:15][CH2:16][CH2:17][CH2:18][CH2:19][CH2:20][CH2:21][CH2:22][CH2:23][CH2:24][CH2:25][CH3:26].[CH2:8]([N+:27]([CH3:29])([CH3:28])[CH3:11])[CH2:2][CH2:3][CH2:4][CH2:5][CH2:12][CH2:13][CH2:14][CH2:15][CH2:16][CH2:17][CH2:18][CH2:19][CH2:20][CH2:21][CH3:22], predict the reactants needed to synthesize it. The reactants are: [NH2:1][C@H:2]([C:8]([O-:10])=[O:9])[CH2:3][CH2:4][C:5]([O-:7])=[O:6].[CH2:11]([N+:27]([CH3:30])([CH3:29])[CH3:28])[CH2:12][CH2:13][CH2:14][CH2:15][CH2:16][CH2:17][CH2:18][CH2:19][CH2:20][CH2:21][CH2:22][CH2:23][CH2:24][CH2:25][CH3:26]. (2) Given the product [CH3:39][O:40][N:41]=[C:1]([C:2]1[CH:3]=[CH:4][CH:5]=[CH:6][CH:7]=1)[C:9]1[CH:38]=[CH:37][C:12]2[N:13]([CH2:17][CH2:18][O:19][C:20]3[CH:21]=[CH:22][C:23]([CH2:26][CH:27]4[C:31]5[CH:32]=[CH:33][CH:34]=[CH:35][C:30]=5[O:29][C:28]4=[O:36])=[CH:24][CH:25]=3)[C:14](=[O:16])[S:15][C:11]=2[CH:10]=1, predict the reactants needed to synthesize it. The reactants are: [C:1]([C:9]1[CH:38]=[CH:37][C:12]2[N:13]([CH2:17][CH2:18][O:19][C:20]3[CH:25]=[CH:24][C:23]([CH2:26][CH:27]4[C:31]5[CH:32]=[CH:33][CH:34]=[CH:35][C:30]=5[O:29][C:28]4=[O:36])=[CH:22][CH:21]=3)[C:14](=[O:16])[S:15][C:11]=2[CH:10]=1)(=O)[C:2]1[CH:7]=[CH:6][CH:5]=[CH:4][CH:3]=1.[CH3:39][O:40][NH2:41]. (3) Given the product [Br:14][C:15]1[CH:19]=[C:18]([Cl:20])[S:17][C:16]=1[S:21]([NH:13][C:10]1[S:11][CH:12]=[C:8]([C:3]2[CH:4]=[CH:5][CH:6]=[CH:7][C:2]=2[Cl:1])[N:9]=1)(=[O:23])=[O:22], predict the reactants needed to synthesize it. The reactants are: [Cl:1][C:2]1[CH:7]=[CH:6][CH:5]=[CH:4][C:3]=1[C:8]1[N:9]=[C:10]([NH2:13])[S:11][CH:12]=1.[Br:14][C:15]1[CH:19]=[C:18]([Cl:20])[S:17][C:16]=1[S:21](Cl)(=[O:23])=[O:22]. (4) Given the product [CH3:31][S:28]([OH:29])(=[O:30])=[O:37].[C:1]([C:4]1[C:9]2[S:10][C:11]([C:14]([NH:16][C:17]3[CH:26]=[CH:25][C:24]4[C:19](=[CH:20][CH:21]=[CH:22][C:23]=4[CH2:27][S:28]([CH3:31])(=[O:29])=[O:30])[N:18]=3)=[O:15])=[C:12]([CH3:13])[C:8]=2[C:7]([CH2:32][O:33][CH3:34])=[CH:6][CH:5]=1)(=[O:3])[CH3:2], predict the reactants needed to synthesize it. The reactants are: [C:1]([C:4]1[C:9]2[S:10][C:11]([C:14]([NH:16][C:17]3[CH:26]=[CH:25][C:24]4[C:19](=[CH:20][CH:21]=[CH:22][C:23]=4[CH2:27][S:28]([CH3:31])(=[O:30])=[O:29])[N:18]=3)=[O:15])=[C:12]([CH3:13])[C:8]=2[C:7]([CH2:32][O:33][CH3:34])=[CH:6][CH:5]=1)(=[O:3])[CH3:2].C([O:37]CC)C. (5) Given the product [CH3:3][C:2]([C:5]1[CH:10]=[CH:9][C:8]([N:11]([S:12]([C:15]2[CH:20]=[CH:19][CH:18]=[CH:17][CH:16]=2)(=[O:14])=[O:13])[C:23](=[O:25])[CH3:24])=[C:7]([O:21][CH3:22])[CH:6]=1)([OH:4])[CH3:1], predict the reactants needed to synthesize it. The reactants are: [CH3:1][C:2]([C:5]1[CH:10]=[CH:9][C:8]([NH:11][S:12]([C:15]2[CH:20]=[CH:19][CH:18]=[CH:17][CH:16]=2)(=[O:14])=[O:13])=[C:7]([O:21][CH3:22])[CH:6]=1)([OH:4])[CH3:3].[C:23](OC(=O)C)(=[O:25])[CH3:24]. (6) Given the product [OH:4][CH:5]1[CH2:28][N:27]([CH2:29][CH2:30][CH2:31][CH2:32][CH2:33][CH2:34][C:35]([OH:37])=[O:36])[C:8]2=[N:9][C:10]([C:20]3[CH:25]=[CH:24][C:23]([CH3:26])=[CH:22][CH:21]=3)=[C:11]([C:13]3[CH:14]=[CH:15][C:16]([CH3:19])=[CH:17][CH:18]=3)[N:12]=[C:7]2[CH:6]1[OH:40], predict the reactants needed to synthesize it. The reactants are: C([O:4][CH:5]1[CH2:28][N:27]([CH2:29][CH2:30][CH2:31][CH2:32][CH2:33][CH2:34][C:35]([O:37]CC)=[O:36])[C:8]2=[N:9][C:10]([C:20]3[CH:25]=[CH:24][C:23]([CH3:26])=[CH:22][CH:21]=3)=[C:11]([C:13]3[CH:18]=[CH:17][C:16]([CH3:19])=[CH:15][CH:14]=3)[N:12]=[C:7]2[CH:6]1[O:40]C(=O)C)(=O)C.[Li+].[OH-].Cl. (7) Given the product [F:33][C:31]1[CH:30]=[CH:29][C:28]([O:40][CH3:37])=[C:9]([C:8]2[C:3]([O:2][CH3:1])=[N:4][C:5]([C:15]3[C:20]([O:21][CH3:22])=[CH:19][C:18]([CH3:23])=[CH:17][C:16]=3[CH3:24])=[N:6][C:7]=2[CH3:14])[CH:32]=1, predict the reactants needed to synthesize it. The reactants are: [CH3:1][O:2][C:3]1[C:8]([CH2:9]S([O-])(=O)=O)=[C:7]([CH3:14])[N:6]=[C:5]([C:15]2[C:20]([O:21][CH3:22])=[CH:19][C:18]([CH3:23])=[CH:17][C:16]=2[CH3:24])[N:4]=1.COC1[CH:32]=[C:31]([F:33])[CH:30]=[CH:29][C:28]=1B(O)O.[C:37](=[O:40])([O-])[O-].[Na+].[Na+].